From a dataset of Forward reaction prediction with 1.9M reactions from USPTO patents (1976-2016). Predict the product of the given reaction. (1) Given the reactants [H-].[Na+].[CH:3]1([CH2:6][NH:7][C:8](=[O:14])[CH2:9]P(=O)([O-])[O-])[CH2:5][CH2:4]1.[F:15][C:16]([F:34])([F:33])[C:17]1[CH:18]=[C:19]([C:23]([N:26]2[CH2:31][CH2:30][C:29](=O)[CH2:28][CH2:27]2)([CH3:25])[CH3:24])[CH:20]=[CH:21][CH:22]=1, predict the reaction product. The product is: [CH:3]1([CH2:6][NH:7][C:8](=[O:14])[CH:9]=[C:29]2[CH2:28][CH2:27][N:26]([C:23]([C:19]3[CH:20]=[CH:21][CH:22]=[C:17]([C:16]([F:34])([F:15])[F:33])[CH:18]=3)([CH3:25])[CH3:24])[CH2:31][CH2:30]2)[CH2:5][CH2:4]1. (2) Given the reactants [Br-:1].[Br-].[Br-].C1([N+](C)(C)C)C=CC=CC=1.C1([N+](C)(C)C)C=CC=CC=1.C1([N+](C)(C)C)C=CC=CC=1.[Cl:34][C:35]1[C:43]2[CH:42]=[C:41]([C:44](=[O:47])[CH2:45][CH3:46])[S:40][C:39]=2[CH:38]=[CH:37][C:36]=1[Cl:48], predict the reaction product. The product is: [Br:1][CH:45]([CH3:46])[C:44]([C:41]1[S:40][C:39]2[CH:38]=[CH:37][C:36]([Cl:48])=[C:35]([Cl:34])[C:43]=2[CH:42]=1)=[O:47]. (3) Given the reactants [Cl:1][C:2]1[N:7]=[C:6]([C:8]([O:10]C)=[O:9])[CH:5]=[C:4]([N:12]2[CH2:17][CH2:16][O:15][CH2:14][CH2:13]2)[N:3]=1.O.CO.[OH-].[Li+], predict the reaction product. The product is: [Cl:1][C:2]1[N:7]=[C:6]([C:8]([OH:10])=[O:9])[CH:5]=[C:4]([N:12]2[CH2:13][CH2:14][O:15][CH2:16][CH2:17]2)[N:3]=1. (4) Given the reactants [CH3:1][O:2][C:3](=[O:30])[CH2:4][O:5][C:6]1[CH:15]=[CH:14][C:13]([Cl:16])=[C:12]2[C:7]=1[C:8]([OH:29])=[C:9]([CH2:19][C:20]1[CH:25]=[CH:24][C:23]([C:26]#[N:27])=[CH:22][C:21]=1[Cl:28])[C:10]([CH2:17][CH3:18])=[N:11]2.Cl[CH:32]([F:34])[F:33], predict the reaction product. The product is: [CH3:1][O:2][C:3](=[O:30])[CH2:4][O:5][C:6]1[CH:15]=[CH:14][C:13]([Cl:16])=[C:12]2[C:7]=1[C:8]([O:29][CH:32]([F:34])[F:33])=[C:9]([CH2:19][C:20]1[CH:25]=[CH:24][C:23]([C:26]#[N:27])=[CH:22][C:21]=1[Cl:28])[C:10]([CH2:17][CH3:18])=[N:11]2. (5) Given the reactants [C:1]([OH:9])(=[O:8])[C@H:2]([CH2:4][CH:5]([CH3:7])[CH3:6])[OH:3].Cl.[CH3:11]O, predict the reaction product. The product is: [OH:3][C@@H:2]([CH2:4][CH:5]([CH3:7])[CH3:6])[C:1]([O:9][CH3:11])=[O:8]. (6) Given the reactants [Cl:1][C:2]1[CH:3]=[C:4]2[C:8](=[CH:9][CH:10]=1)[N:7]([CH2:11][C:12]([O:14][CH3:15])=[O:13])[C:6](=[O:16])[C:5]2([CH:19](C#N)[C:20]([O:22]C)=O)[C:17]#[N:18].C[OH:27], predict the reaction product. The product is: [Cl:1][C:2]1[CH:3]=[C:4]2[C:5]3([CH2:19][C:20](=[O:22])[NH:18][C:17]3=[O:27])[C:6](=[O:16])[N:7]([CH2:11][C:12]([O:14][CH3:15])=[O:13])[C:8]2=[CH:9][CH:10]=1.